Dataset: Catalyst prediction with 721,799 reactions and 888 catalyst types from USPTO. Task: Predict which catalyst facilitates the given reaction. Reactant: [CH3:1][N:2]1[CH2:7][CH2:6][N:5]([C:8]([C:10]2[CH:22]=[C:21]3[C:13]([C:14]4[C:15](B5OC(C)(C)C(C)(C)O5)=[CH:16][CH:17]=[C:18]([C:23]([NH2:25])=[O:24])[C:19]=4[NH:20]3)=[CH:12][CH:11]=2)=[O:9])[CH2:4][CH2:3]1.Br[C:36]1[C:44]([F:45])=[C:43]2[C:39]([CH:40]=[CH:41][NH:42]2)=[CH:38][CH:37]=1.C(=O)([O-])[O-].[Na+].[Na+]. Product: [F:45][C:44]1[C:36]([C:15]2[C:14]3[C:13]4[C:21](=[CH:22][C:10]([C:8]([N:5]5[CH2:4][CH2:3][N:2]([CH3:1])[CH2:7][CH2:6]5)=[O:9])=[CH:11][CH:12]=4)[NH:20][C:19]=3[C:18]([C:23]([NH2:25])=[O:24])=[CH:17][CH:16]=2)=[CH:37][CH:38]=[C:39]2[C:43]=1[NH:42][CH:41]=[CH:40]2. The catalyst class is: 335.